Dataset: Forward reaction prediction with 1.9M reactions from USPTO patents (1976-2016). Task: Predict the product of the given reaction. (1) Given the reactants Br[C:2]1[CH:7]=[CH:6][C:5]([S:8]([NH:11][CH3:12])(=[O:10])=[O:9])=[CH:4][CH:3]=1.[B:13](OC(C)C)([O:18]C(C)C)[O:14]C(C)C.[Li]CCCC.Cl, predict the reaction product. The product is: [CH3:12][NH:11][S:8]([C:5]1[CH:6]=[CH:7][C:2]([B:13]([OH:18])[OH:14])=[CH:3][CH:4]=1)(=[O:10])=[O:9]. (2) Given the reactants CCN(C(C)C)C(C)C.Cl.[F:11][C:12]1[CH:59]=[CH:58][CH:57]=[C:56]([F:60])[C:13]=1[CH2:14][O:15][C:16]([C:25]1[CH:30]=[CH:29][C:28]([C@:31]2([S:46]([C:49]3[CH:54]=[CH:53][C:52]([F:55])=[CH:51][CH:50]=3)(=[O:48])=[O:47])[CH2:35][CH2:34][N:33]([C:36]([C:38]3([CH2:44][OH:45])[CH2:43][CH2:42][NH:41][CH2:40][CH2:39]3)=[O:37])[CH2:32]2)=[CH:27][CH:26]=1)([C:21]([F:24])([F:23])[F:22])[C:17]([F:20])([F:19])[F:18].[C:61](O)(=[O:63])[CH3:62].F[P-](F)(F)(F)(F)F.N1(O[P+](N(C)C)(N(C)C)N(C)C)C2C=CC=CC=2N=N1, predict the reaction product. The product is: [F:60][C:56]1[CH:57]=[CH:58][CH:59]=[C:12]([F:11])[C:13]=1[CH2:14][O:15][C:16]([C:25]1[CH:30]=[CH:29][C:28]([C@:31]2([S:46]([C:49]3[CH:50]=[CH:51][C:52]([F:55])=[CH:53][CH:54]=3)(=[O:48])=[O:47])[CH2:35][CH2:34][N:33]([C:36]([C:38]3([CH2:44][OH:45])[CH2:39][CH2:40][N:41]([C:61](=[O:63])[CH3:62])[CH2:42][CH2:43]3)=[O:37])[CH2:32]2)=[CH:27][CH:26]=1)([C:17]([F:20])([F:19])[F:18])[C:21]([F:22])([F:24])[F:23]. (3) Given the reactants [O:1]1[CH:5]=[CH:4][CH:3]=[C:2]1[C:6]1[C:11](I)=[CH:10][N:9]=[C:8]([NH2:13])[N:7]=1.[C:14](#[N:17])[CH:15]=[CH2:16].C(=O)([O-])[O-].[Cs+].[Cs+], predict the reaction product. The product is: [NH2:13][C:8]1[N:7]=[C:6]([C:2]2[O:1][CH:5]=[CH:4][CH:3]=2)[C:11](/[CH:16]=[CH:15]/[C:14]#[N:17])=[CH:10][N:9]=1. (4) Given the reactants [CH3:1][C:2]1[N:6]([CH2:7][CH2:8][CH2:9][C:10]2[CH:15]=[CH:14][C:13]([CH2:16][CH2:17][CH2:18][CH2:19][CH3:20])=[CH:12][CH:11]=2)[C:5]([C:21]2[CH:38]=[CH:37][C:24]([O:25][C@H:26]([CH2:30][C:31]3[CH:36]=[CH:35][CH:34]=[CH:33][CH:32]=3)[C:27]([OH:29])=[O:28])=[CH:23][CH:22]=2)=[CH:4][CH:3]=1.[OH-].[Na+:40].C(O)C, predict the reaction product. The product is: [CH3:1][C:2]1[N:6]([CH2:7][CH2:8][CH2:9][C:10]2[CH:15]=[CH:14][C:13]([CH2:16][CH2:17][CH2:18][CH2:19][CH3:20])=[CH:12][CH:11]=2)[C:5]([C:21]2[CH:22]=[CH:23][C:24]([O:25][C@H:26]([CH2:30][C:31]3[CH:36]=[CH:35][CH:34]=[CH:33][CH:32]=3)[C:27]([O-:29])=[O:28])=[CH:37][CH:38]=2)=[CH:4][CH:3]=1.[Na+:40]. (5) Given the reactants [CH3:1][O:2][C:3]1[CH:4]=[C:5]([C:11](=O)[CH2:12][C:13]2[CH:18]=[CH:17][N:16]=[C:15]([Cl:19])[N:14]=2)[CH:6]=[C:7]([O:9][CH3:10])[CH:8]=1.[F:21][CH2:22][CH2:23][NH:24][C:25]([NH2:27])=[S:26], predict the reaction product. The product is: [CH3:1][O:2][C:3]1[CH:4]=[C:5]([C:11]2[N:27]=[C:25]([NH:24][CH2:23][CH2:22][F:21])[S:26][C:12]=2[C:13]2[CH:18]=[CH:17][N:16]=[C:15]([Cl:19])[N:14]=2)[CH:6]=[C:7]([O:9][CH3:10])[CH:8]=1. (6) Given the reactants [C:1]([C:5]1[CH:26]=[CH:25][C:8]([C:9]([NH:11][C:12]2[CH:13]=[N:14][C:15]([C:18]3[CH:23]=[CH:22][CH:21]=[CH:20][C:19]=3[F:24])=[CH:16][CH:17]=2)=[O:10])=[CH:7][C:6]=1[N+:27]([O-])=O)([CH3:4])([CH3:3])[CH3:2].C(=O)([O-])O.[Na+], predict the reaction product. The product is: [NH2:27][C:6]1[CH:7]=[C:8]([CH:25]=[CH:26][C:5]=1[C:1]([CH3:4])([CH3:3])[CH3:2])[C:9]([NH:11][C:12]1[CH:13]=[N:14][C:15]([C:18]2[CH:23]=[CH:22][CH:21]=[CH:20][C:19]=2[F:24])=[CH:16][CH:17]=1)=[O:10].